From a dataset of Experimentally validated miRNA-target interactions with 360,000+ pairs, plus equal number of negative samples. Binary Classification. Given a miRNA mature sequence and a target amino acid sequence, predict their likelihood of interaction. (1) The miRNA is hsa-miR-3913-5p with sequence UUUGGGACUGAUCUUGAUGUCU. The protein sequence of the target gene is MAAEAADLGLGAAVPVELRRERRMVCVEYPGVVRDVAKMLPTLGGEEGVSRIYADPTKRLELYFRPKDPYCHPVCANRFSTSSLLLRIRKRTRRQKGVLGTEAHSEVTFDMEILGIISTIYKFQGMSDFQYLAVHTEAGGKHTSMYDKVLMLRPEKEAFFHQELPLYIPPPIFSRLDAPVDYFYRPETQHREGYNNPPISGENLIGLSRARRPHNAIFVNFEDEEVPKQPLEAAAQTWRRVCTNPVDRKVEEELRKLFDIRPIWSRNAVKANISVHPDKLKVLLPFIAYYMITGPWRSLW.... Result: 0 (no interaction). (2) The miRNA is hsa-miR-4500 with sequence UGAGGUAGUAGUUUCUU. The protein sequence of the target gene is MADVAGPSRPSAAAFWSRDFSDEEQSVVYVPGISAEGNVRSRHKLMSPKADVKLKTSRVTDASISMESLKGTGDSVDEQNSCRGEIKSASLKDLCLEDKRRIANLIKELARVSEEKEVTEERLKAEQESFEKKIRQLEEQNELIIKEREALQLQYRECQELLSLYQKYLSEQQEKLTMSLSELGAARMQEQQVSSRKSTLQCSSVELDGSYLSIARPQTYYQTKQRPKSAVQDSASESLIAFRNNSLKPVTLHHPKDDLDKIPSETTTCNCESPGRKPAVPTEKMPQEELHMKECPHLKP.... Result: 1 (interaction). (3) The miRNA is hsa-miR-378e with sequence ACUGGACUUGGAGUCAGGA. The protein sequence of the target gene is MASKLLRAVILGPPGSGKGTVCERIAQNFGLQHLSSGHLLRENLKTGTEVGDVAKQYLEKGLLVPDHVITRLMMSELETRSAQHWLLDGFPRTLVQAEALDGICDVDLVISLNIPFETLKDRLSRRWIHPSSGRVYNLDFNPPQVQGIDDITGEPLVQQEDDKPEAVAARLRRYKDAAKPVIELYKSRGVLHQFSGTETNRIWPYVYTLFSNKITPIQSKEAY. Result: 0 (no interaction). (4) The miRNA is hsa-miR-654-3p with sequence UAUGUCUGCUGACCAUCACCUU. The protein sequence of the target gene is MLPRLGGPALPLLLPSLLLLLLLGAGGCGPGVRAEVLFRCPPCTPERLAACGPPPDAPCAELVREPGCGCCSVCARQEGEACGVYIPRCAQTLRCYPNPGSELPLKALVTGAGTCEKRRVGTTPQQVADSDDDHSEGGLVENHVDGTMNMLGGGSSAGRKPLKSGMKELAVFREKVNEQHRQMGKGAKHLSLEEPKKLRPPPARTPCQQELDQVLERISTMRLPDDRGPLEHLYSLHIPNCDKHGRYNLKQCKMSLNGQRGECWCVNPNTGKPIQGAPTIRGDPECHLFYNEQQETGGAH.... Result: 0 (no interaction). (5) The miRNA is mmu-miR-132-3p with sequence UAACAGUCUACAGCCAUGGUCG. The protein sequence of the target gene is MASDSPARSLDEIDLSALRDPAGIFELVELVGNGTYGQVYKGRHVKTGQLAAIKVMDVTGDEEEEIKQEINMLKKYSHHRNIATYYGAFIKKNPPGMDDQLWLVMEFCGAGSVTDLIKNTKGNTLKEEWIAYICREILRGLSHLHQHKVIHRDIKGQNVLLTENAEVKLVDFGVSAQLDRTVGRRNTFIGTPYWMAPEVIACDENPDATYDFKSDLWSLGITAIEMAEGAPPLCDMHPMRALFLIPRNPAPRLKSKKWSKKFQSFIESCLVKNHSQRPATEQLMKHPFIRDQPNERQVRI.... Result: 0 (no interaction).